From a dataset of Reaction yield outcomes from USPTO patents with 853,638 reactions. Predict the reaction yield, written as a fraction of the theoretical maximum amount of product (1.0 means a 100% yield; for example, 0.34 means a 34% yield). (1) The reactants are Br[CH:2]([CH3:9])[CH2:3][CH2:4][CH2:5][CH2:6][CH:7]=[CH2:8].[S:10]([C:14]1[CH:20]=[CH:19][C:17]([CH3:18])=[CH:16][CH:15]=1)([OH:13])(=[O:12])=[O:11].[CH3:21][NH:22]CCCCC=C. No catalyst specified. The product is [S:10]([C:14]1[CH:20]=[CH:19][C:17]([CH3:18])=[CH:16][CH:15]=1)([OH:13])(=[O:12])=[O:11].[CH3:21][NH:22][CH2:9][CH2:2][CH2:3][CH2:4][CH:5]=[CH:6][CH2:7][CH3:8]. The yield is 1.00. (2) The reactants are [CH2:1]([N:3]([CH2:15][CH3:16])[C:4](=[O:14])[C:5]1[CH:10]=[CH:9][CH:8]=[CH:7][C:6]=1[N:11]([CH3:13])[CH3:12])[CH3:2].C1C(=O)N([Br:24])C(=O)C1. The catalyst is CC#N. The product is [Br:24][C:9]1[CH:8]=[CH:7][C:6]([N:11]([CH3:12])[CH3:13])=[C:5]([CH:10]=1)[C:4]([N:3]([CH2:1][CH3:2])[CH2:15][CH3:16])=[O:14]. The yield is 0.900. (3) The reactants are [NH2:1][C:2]1[C:3]([Cl:11])=[C:4]([CH:8]=[CH:9][CH:10]=1)[C:5]([OH:7])=O.[CH3:12][C:13]1[CH:44]=[CH:43][CH:42]=[CH:41][C:14]=1[CH2:15][NH:16][C:17]([C@@H:19]1[C:23]([CH3:25])([CH3:24])[S:22][CH2:21][N:20]1[C:26](=[O:40])[C@@H:27]([OH:39])[C@@H:28]([NH2:38])[CH2:29][C:30]1[CH:35]=[CH:34][C:33]([O:36][CH3:37])=[CH:32][CH:31]=1)=[O:18]. The catalyst is CCOC(C)=O. The product is [CH3:12][C:13]1[CH:44]=[CH:43][CH:42]=[CH:41][C:14]=1[CH2:15][NH:16][C:17]([C@@H:19]1[C:23]([CH3:25])([CH3:24])[S:22][CH2:21][N:20]1[C:26](=[O:40])[C@@H:27]([OH:39])[C@@H:28]([NH:38][C:5](=[O:7])[C:4]1[CH:8]=[CH:9][CH:10]=[C:2]([NH2:1])[C:3]=1[Cl:11])[CH2:29][C:30]1[CH:31]=[CH:32][C:33]([O:36][CH3:37])=[CH:34][CH:35]=1)=[O:18]. The yield is 0.810. (4) The reactants are [C:1]1([CH2:7][CH2:8][CH2:9][CH2:10][CH2:11][CH2:12][C:13]([OH:15])=O)[CH:6]=[CH:5][CH:4]=[CH:3][CH:2]=1.CCN(CC)CC.CN(C(ON1N=NC2C=CC=CC1=2)=[N+](C)C)C.[B-](F)(F)(F)F.C([O-])(=O)C.[O:49]=[C:50]1[C@H:53]([NH3+:54])[CH2:52][NH:51]1. The catalyst is C(Cl)Cl.CCOC(C)=O. The product is [C:1]1([CH2:7][CH2:8][CH2:9][CH2:10][CH2:11][CH2:12][C:13]([NH:54][C@@H:53]2[CH2:52][NH:51][C:50]2=[O:49])=[O:15])[CH:2]=[CH:3][CH:4]=[CH:5][CH:6]=1. The yield is 0.340. (5) The reactants are F[B-](F)(F)F.N1(OC(N(C)C)=[N+](C)C)C2C=CC=CC=2N=N1.[Cl:23][C:24]1[CH:28]=[N:27][N:26]([CH3:29])[C:25]=1[C:30]([OH:32])=O.[C:33]1([C:39]2[N:40]=[C:41]3[CH:46]=[C:45]([NH2:47])[CH:44]=[CH:43][N:42]3[CH:48]=2)[CH:38]=[CH:37][CH:36]=[CH:35][CH:34]=1. The catalyst is CN(C=O)C.C(OCC)(=O)C. The product is [C:33]1([C:39]2[N:40]=[C:41]3[CH:46]=[C:45]([NH:47][C:30]([C:25]4[N:26]([CH3:29])[N:27]=[CH:28][C:24]=4[Cl:23])=[O:32])[CH:44]=[CH:43][N:42]3[CH:48]=2)[CH:34]=[CH:35][CH:36]=[CH:37][CH:38]=1. The yield is 0.250. (6) The reactants are [CH3:1][C:2]1([CH3:44])[O:6][C@@H:5]([CH2:7][CH2:8][NH:9][C:10]([CH:12]2[CH:16]([C:17]3[CH:22]=[CH:21][CH:20]=[C:19]([Cl:23])[C:18]=3[F:24])[C:15]([C:27]3[CH:32]=[CH:31][C:30]([Cl:33])=[CH:29][C:28]=3[F:34])([C:25]#[N:26])[CH:14]([CH2:35][C:36]3([CH2:42][OH:43])[CH2:41][CH2:40][CH:39]=[CH:38][CH2:37]3)[NH:13]2)=[O:11])[CH2:4][O:3]1. The catalyst is C(OCC)(=O)C.O=[Pt]=O. The product is [CH3:1][C:2]1([CH3:44])[O:6][C@@H:5]([CH2:7][CH2:8][NH:9][C:10]([CH:12]2[CH:16]([C:17]3[CH:22]=[CH:21][CH:20]=[C:19]([Cl:23])[C:18]=3[F:24])[C:15]([C:27]3[CH:32]=[CH:31][C:30]([Cl:33])=[CH:29][C:28]=3[F:34])([C:25]#[N:26])[CH:14]([CH2:35][C:36]3([CH2:42][OH:43])[CH2:37][CH2:38][CH2:39][CH2:40][CH2:41]3)[NH:13]2)=[O:11])[CH2:4][O:3]1. The yield is 0.960. (7) The reactants are [OH:1][C:2]1[CH:7]=[CH:6][C:5]([C:8]2[CH:13]=[CH:12][C:11]([C:14]#[N:15])=[CH:10][C:9]=2[CH3:16])=[CH:4][CH:3]=1.Br[CH2:18][CH2:19][CH2:20][Cl:21]. No catalyst specified. The product is [Cl:21][CH2:20][CH2:19][CH2:18][O:1][C:2]1[CH:3]=[CH:4][C:5]([C:8]2[CH:13]=[CH:12][C:11]([C:14]#[N:15])=[CH:10][C:9]=2[CH3:16])=[CH:6][CH:7]=1. The yield is 0.970. (8) The reactants are CO[C:3]1[CH:16]=[N:15][C:6]2[N:7]=[CH:8][C:9](=O)[N:10](CC=O)[C:5]=2[CH:4]=1.[O:17]1[C:26]2[CH:25]=[C:24]([CH2:27][N:28]([CH:36]3[CH2:41][CH2:40][NH:39][CH2:38][CH2:37]3)[C:29](=[O:35])[O:30][C:31]([CH3:34])([CH3:33])[CH3:32])[N:23]=[CH:22][C:21]=2[O:20][CH2:19][CH2:18]1.[BH-](O[C:52]([CH3:54])=[O:53])(OC(C)=O)OC(C)=O.[Na+].[C:56]([O-:59])(O)=O.[Na+]. The catalyst is C(Cl)(Cl)Cl. The product is [O:17]1[C:26]2[CH:25]=[C:24]([CH2:27][N:28]([CH:36]3[CH2:41][CH2:40][N:39]([CH2:9][CH2:8][N:7]4[C:52](=[O:53])[CH:54]=[N:10][C:5]5[CH:4]=[CH:3][C:16]([O:59][CH3:56])=[N:15][C:6]4=5)[CH2:38][CH2:37]3)[C:29](=[O:35])[O:30][C:31]([CH3:34])([CH3:33])[CH3:32])[N:23]=[CH:22][C:21]=2[O:20][CH2:19][CH2:18]1. The yield is 0.730.